This data is from Full USPTO retrosynthesis dataset with 1.9M reactions from patents (1976-2016). The task is: Predict the reactants needed to synthesize the given product. (1) Given the product [Cl:1][C:2]1[C:3]([N:30]([CH3:31])[CH3:32])=[CH:4][C:5]2[O:10][CH:9]([C:11]([N:13]3[CH2:14][CH2:15][C:16]([C:19]#[N:20])([CH2:21][C:22]4[CH:23]=[CH:24][C:25]([F:28])=[CH:26][CH:27]=4)[CH2:17][CH2:18]3)=[O:12])[CH2:8][N:7]([C:40]#[N:39])[C:6]=2[CH:29]=1, predict the reactants needed to synthesize it. The reactants are: [Cl:1][C:2]1[C:3]([N:30]([CH3:32])[CH3:31])=[CH:4][C:5]2[O:10][CH:9]([C:11]([N:13]3[CH2:18][CH2:17][C:16]([CH2:21][C:22]4[CH:27]=[CH:26][C:25]([F:28])=[CH:24][CH:23]=4)([C:19]#[N:20])[CH2:15][CH2:14]3)=[O:12])[CH2:8][NH:7][C:6]=2[CH:29]=1.C([O-])([O-])=O.[K+].[K+].[N:39]#[C:40]Br. (2) Given the product [Br:13][C:14]1[CH:20]=[CH:19][C:17]([NH:18][C:2]2[S:3][C:4]3[CH:10]=[CH:9][C:8]([O:11][CH3:12])=[CH:7][C:5]=3[N:6]=2)=[CH:16][CH:15]=1, predict the reactants needed to synthesize it. The reactants are: Br[C:2]1[S:3][C:4]2[CH:10]=[CH:9][C:8]([O:11][CH3:12])=[CH:7][C:5]=2[N:6]=1.[Br:13][C:14]1[CH:20]=[CH:19][C:17]([NH2:18])=[CH:16][CH:15]=1. (3) The reactants are: [Br:1][C:2]1[CH:10]=[CH:9][C:5]([C:6]([OH:8])=[O:7])=[C:4]([CH:11]2[CH2:13][CH2:12]2)[CH:3]=1.[C:14](=O)([O-])[O-].[K+].[K+].IC.O. Given the product [Br:1][C:2]1[CH:10]=[CH:9][C:5]([C:6]([O:8][CH3:14])=[O:7])=[C:4]([CH:11]2[CH2:12][CH2:13]2)[CH:3]=1, predict the reactants needed to synthesize it. (4) The reactants are: Br[C:2]1[CH:3]=[CH:4][C:5]([O:15][CH3:16])=[C:6]([NH:8][C:9](=[O:14])[C:10]([F:13])([F:12])[F:11])[CH:7]=1.[CH3:17][Si:18]([C:21]#[CH:22])([CH3:20])[CH3:19]. Given the product [F:11][C:10]([F:13])([F:12])[C:9]([NH:8][C:6]1[CH:7]=[C:2]([C:22]#[C:21][Si:18]([CH3:20])([CH3:19])[CH3:17])[CH:3]=[CH:4][C:5]=1[O:15][CH3:16])=[O:14], predict the reactants needed to synthesize it.